This data is from Full USPTO retrosynthesis dataset with 1.9M reactions from patents (1976-2016). The task is: Predict the reactants needed to synthesize the given product. (1) Given the product [Cl:1][C:2]1[C:3]([C:12](=[O:14])[CH:13]=[CH:17][N:18]([CH3:20])[CH3:19])=[N:4][CH:5]=[C:6]([C:8]([F:11])([F:9])[F:10])[CH:7]=1, predict the reactants needed to synthesize it. The reactants are: [Cl:1][C:2]1[C:3]([C:12](=[O:14])[CH3:13])=[N:4][CH:5]=[C:6]([C:8]([F:11])([F:10])[F:9])[CH:7]=1.CO[CH:17](OC)[N:18]([CH3:20])[CH3:19]. (2) The reactants are: C([O:3][CH:4](OCC)[C:5]1[N:6]([C:11]2[CH:16]=[CH:15][C:14]([CH3:17])=[CH:13][CH:12]=2)[C:7](=[S:10])[NH:8][N:9]=1)C.Cl. Given the product [S:10]=[C:7]1[NH:8][N:9]=[C:5]([CH:4]=[O:3])[N:6]1[C:11]1[CH:16]=[CH:15][C:14]([CH3:17])=[CH:13][CH:12]=1, predict the reactants needed to synthesize it. (3) Given the product [F:3][C:4]1[CH:5]=[CH:6][CH:7]=[C:8]2[C:12]=1[N:11]([C:13]1[N:17]=[C:16]([C:18]3([OH:66])[CH2:23][CH2:22][N:21]([CH:24]4[CH2:29][CH2:28][N:27]([C:48](=[O:47])[CH2:50][OH:62])[CH2:26][CH2:25]4)[CH2:20][CH2:19]3)[O:15][N:14]=1)[N:10]=[C:9]2[CH:30]([CH3:32])[CH3:31], predict the reactants needed to synthesize it. The reactants are: Cl.Cl.[F:3][C:4]1[CH:5]=[CH:6][CH:7]=[C:8]2[C:12]=1[N:11]([C:13]1[N:17]=[C:16]([CH:18]3[CH2:23][CH2:22][N:21]([CH:24]4[CH2:29][CH2:28][NH:27][CH2:26][CH2:25]4)[CH2:20][CH2:19]3)[O:15][N:14]=1)[N:10]=[C:9]2[CH:30]([CH3:32])[CH3:31].Cl.Cl.FC1C=CC=C2C=1C(C(C)C)=NN2C1N=[C:48]([C:50]2([OH:62])CCN(C3CCNCC3)CC2)[O:47]N=1.[OH-:66].[Na+].CN.CO.